This data is from Full USPTO retrosynthesis dataset with 1.9M reactions from patents (1976-2016). The task is: Predict the reactants needed to synthesize the given product. (1) The reactants are: [NH2:1][S:2]([C:5]1[CH:6]=[CH:7][C:8]([F:14])=[C:9]([CH:13]=1)[C:10](O)=[O:11])(=[O:4])=[O:3].[CH3:15][NH2:16].O1CCCC1. Given the product [NH2:1][S:2]([C:5]1[CH:6]=[CH:7][C:8]([F:14])=[C:9]([CH:13]=1)[C:10]([NH:16][CH3:15])=[O:11])(=[O:4])=[O:3], predict the reactants needed to synthesize it. (2) Given the product [I:12][C:9]1[C:4]2[S:3][C:2]([CH3:1])=[N:11][C:5]=2[C:6](=[O:10])[NH:7][CH:8]=1, predict the reactants needed to synthesize it. The reactants are: [CH3:1][C:2]1[S:3][C:4]2[CH:9]=[CH:8][NH:7][C:6](=[O:10])[C:5]=2[N:11]=1.[I:12]N1C(=O)CCC1=O.